Dataset: Reaction yield outcomes from USPTO patents with 853,638 reactions. Task: Predict the reaction yield, written as a fraction of the theoretical maximum amount of product (1.0 means a 100% yield; for example, 0.34 means a 34% yield). (1) The reactants are Cl[C:2]1[C:11]2[C:6](=[CH:7][C:8]([OH:14])=[C:9]([O:12][CH3:13])[CH:10]=2)[N:5]=[CH:4][C:3]=1[C:15]([NH2:17])=[O:16].[CH2:18]([C:20]1[CH:26]=[CH:25][CH:24]=[CH:23][C:21]=1[NH2:22])[CH3:19].[O:27]1[CH2:32][CH2:31][N:30]([CH2:33][CH2:34][CH2:35]Cl)[CH2:29][CH2:28]1.C([O-])([O-])=O.[Cs+].[Cs+]. The catalyst is C(O)C.C(O)(=O)C. The product is [CH2:18]([C:20]1[CH:26]=[CH:25][CH:24]=[CH:23][C:21]=1[NH:22][C:2]1[C:11]2[C:6](=[CH:7][C:8]([O:14][CH2:35][CH2:34][CH2:33][N:30]3[CH2:31][CH2:32][O:27][CH2:28][CH2:29]3)=[C:9]([O:12][CH3:13])[CH:10]=2)[N:5]=[CH:4][C:3]=1[C:15]([NH2:17])=[O:16])[CH3:19]. The yield is 0.0900. (2) The reactants are [CH3:1][O:2][CH2:3][CH2:4][OH:5].[H-].[Na+].CS[C:10]1[N:11]=[N:12][C:13]([C:27]#[N:28])=[C:14]([N:16]2[CH2:22][CH2:21][C:20]3[CH:23]=[CH:24][CH:25]=[CH:26][C:19]=3[CH2:18][CH2:17]2)[N:15]=1. The catalyst is O1CCCC1. The product is [CH3:1][O:2][CH2:3][CH2:4][O:5][C:10]1[N:11]=[N:12][C:13]([C:27]#[N:28])=[C:14]([N:16]2[CH2:22][CH2:21][C:20]3[CH:23]=[CH:24][CH:25]=[CH:26][C:19]=3[CH2:18][CH2:17]2)[N:15]=1. The yield is 0.0900. (3) The reactants are C1(N=C=NC2CCCCC2)CCCCC1.[NH2:16][CH2:17][C@@H:18]1[O:22][C:21](=[O:23])[N:20]([C:24]2[CH:29]=[CH:28][C:27]([C:30]3[S:31][CH2:32][C:33](=[O:36])[NH:34][N:35]=3)=[C:26]([F:37])[CH:25]=2)[CH2:19]1.C(N(CC)C(C)C)(C)C.[C:47](O)(=[O:50])[CH2:48][CH3:49]. The catalyst is CN(C=O)C. The product is [F:37][C:26]1[CH:25]=[C:24]([N:20]2[CH2:19][C@H:18]([CH2:17][NH:16][C:47](=[O:50])[CH2:48][CH3:49])[O:22][C:21]2=[O:23])[CH:29]=[CH:28][C:27]=1[C:30]1[S:31][CH2:32][C:33](=[O:36])[NH:34][N:35]=1. The yield is 0.900. (4) The reactants are [CH2:1]([C@@:4]1([C:26]2[CH:31]=[CH:30][C:29]([F:32])=[CH:28][CH:27]=2)[O:9][C:8](=[O:10])[N:7]([C@H:11]([C:13]2[CH:18]=[CH:17][C:16]([C:19]3[C:20](=[O:25])[NH:21][CH:22]=[CH:23][CH:24]=3)=[CH:15][CH:14]=2)[CH3:12])[CH2:6][CH2:5]1)[CH:2]=[CH2:3].[H-].[Na+].I[CH3:36]. The catalyst is CN(C=O)C. The product is [CH2:1]([C@@:4]1([C:26]2[CH:31]=[CH:30][C:29]([F:32])=[CH:28][CH:27]=2)[O:9][C:8](=[O:10])[N:7]([C@H:11]([C:13]2[CH:14]=[CH:15][C:16]([C:19]3[C:20](=[O:25])[N:21]([CH3:36])[CH:22]=[CH:23][CH:24]=3)=[CH:17][CH:18]=2)[CH3:12])[CH2:6][CH2:5]1)[CH:2]=[CH2:3]. The yield is 0.830. (5) The reactants are Br[C:2]1[CH:7]=[CH:6][N:5]=[CH:4][CH:3]=1.[Br:8][C:9]1[CH:17]=[C:16](B(O)O)[C:12]2[O:13][CH2:14][CH2:15][C:11]=2[CH:10]=1.C([O-])([O-])=O.[Na+].[Na+].[NH4+].[Cl-]. The catalyst is COCCOC.CCO.COCCOC.C1C=CC([P]([Pd]([P](C2C=CC=CC=2)(C2C=CC=CC=2)C2C=CC=CC=2)([P](C2C=CC=CC=2)(C2C=CC=CC=2)C2C=CC=CC=2)[P](C2C=CC=CC=2)(C2C=CC=CC=2)C2C=CC=CC=2)(C2C=CC=CC=2)C2C=CC=CC=2)=CC=1. The product is [Br:8][C:9]1[CH:17]=[C:16]([C:2]2[CH:7]=[CH:6][N:5]=[CH:4][CH:3]=2)[C:12]2[O:13][CH2:14][CH2:15][C:11]=2[CH:10]=1. The yield is 0.760. (6) The reactants are [CH3:1][N:2]1[CH2:7][CH2:6][N:5]([C:8]2[C:13]([N+:14]([O-])=O)=[CH:12][N:11]=[C:10]([NH2:17])[CH:9]=2)[CH2:4][CH2:3]1. The catalyst is CCOC(C)=O.CCO.[Pd]. The product is [CH3:1][N:2]1[CH2:7][CH2:6][N:5]([C:8]2[C:13]([NH2:14])=[CH:12][N:11]=[C:10]([NH2:17])[CH:9]=2)[CH2:4][CH2:3]1. The yield is 0.940. (7) The reactants are [F:1][C:2]1[CH:3]=[C:4]([CH:16]=[CH:17][CH:18]=1)[CH2:5][C:6]1[O:10][N:9]=[C:8]([C:11]([O:13]CC)=[O:12])[CH:7]=1.[OH-].[Na+]. The catalyst is C(O)C. The product is [F:1][C:2]1[CH:3]=[C:4]([CH:16]=[CH:17][CH:18]=1)[CH2:5][C:6]1[O:10][N:9]=[C:8]([C:11]([OH:13])=[O:12])[CH:7]=1. The yield is 0.820.